Dataset: Forward reaction prediction with 1.9M reactions from USPTO patents (1976-2016). Task: Predict the product of the given reaction. Given the reactants [Br:1][C:2]1[CH:3]=[CH:4][C:5]([CH2:8][CH2:9]O)=[N:6][CH:7]=1.C1(P(C2C=CC=CC=2)C2C=CC=CC=2)C=CC=CC=1.BrN1C(=O)CCC1=O.[CH3:38][S:39]([O-:41])=[O:40].[Na+], predict the reaction product. The product is: [Br:1][C:2]1[CH:3]=[CH:4][C:5]([CH2:8][CH2:9][S:39]([CH3:38])(=[O:41])=[O:40])=[N:6][CH:7]=1.